Task: Predict the product of the given reaction.. Dataset: Forward reaction prediction with 1.9M reactions from USPTO patents (1976-2016) (1) Given the reactants [CH2:1]([N:8]1[CH:12]=[C:11]([C:13]2[CH:18]=[CH:17][C:16]([N+:19]([O-:21])=[O:20])=[CH:15][C:14]=2[OH:22])[CH:10]=[N:9]1)[C:2]1[CH:7]=[CH:6][CH:5]=[CH:4][CH:3]=1.C(=O)([O-])[O-].[K+].[K+].Cl[C:30]([F:36])([F:35])C(OC)=O.C([O-])(O)=O.[Na+], predict the reaction product. The product is: [CH2:1]([N:8]1[CH:12]=[C:11]([C:13]2[CH:18]=[CH:17][C:16]([N+:19]([O-:21])=[O:20])=[CH:15][C:14]=2[O:22][CH:30]([F:36])[F:35])[CH:10]=[N:9]1)[C:2]1[CH:7]=[CH:6][CH:5]=[CH:4][CH:3]=1. (2) Given the reactants [N:1]1[CH:6]=[CH:5][CH:4]=[CH:3][C:2]=1[CH:7]([OH:9])[CH3:8].[CH3:10][S:11](Cl)(=[O:13])=[O:12], predict the reaction product. The product is: [CH3:10][S:11]([O:9][CH:7]([C:2]1[CH:3]=[CH:4][CH:5]=[CH:6][N:1]=1)[CH3:8])(=[O:13])=[O:12]. (3) Given the reactants [Cl:1][C:2]1[CH:3]=[CH:4][C:5]([C:22]#[N:23])=[C:6]([C:8]2[C:13]([O:14][CH3:15])=[CH:12][N:11]([CH:16]([CH3:20])[C:17](O)=[O:18])[C:10](=[O:21])[CH:9]=2)[CH:7]=1.[NH2:24][C:25]1[CH:37]=[CH:36][C:28]([C:29]([O:31][C:32]([CH3:35])([CH3:34])[CH3:33])=[O:30])=[CH:27][CH:26]=1, predict the reaction product. The product is: [Cl:1][C:2]1[CH:3]=[CH:4][C:5]([C:22]#[N:23])=[C:6]([C:8]2[C:13]([O:14][CH3:15])=[CH:12][N:11]([CH:16]([CH3:20])[C:17]([NH:24][C:25]3[CH:37]=[CH:36][C:28]([C:29]([O:31][C:32]([CH3:33])([CH3:34])[CH3:35])=[O:30])=[CH:27][CH:26]=3)=[O:18])[C:10](=[O:21])[CH:9]=2)[CH:7]=1.